The task is: Predict the reactants needed to synthesize the given product.. This data is from Full USPTO retrosynthesis dataset with 1.9M reactions from patents (1976-2016). (1) The reactants are: [Cl:1][C:2]1[CH:18]=[CH:17][C:5]([C:6]2[CH:11]=[C:10]([CH2:12][CH3:13])[C:9](B(O)O)=[CH:8][CH:7]=2)=[CH:4][CH:3]=1.[C:19]([O-:22])(=[O:21])[CH3:20].[C:23]([O-:26])(=[O:25])[CH3:24].[C:27]([O-:30])(=[O:29])[CH3:28].C([O-])(=O)C.[Pb+4:35].CCCCCC.C(=O)([O-])[O-].[K+].[K+]. Given the product [C:19]([O-:22])(=[O:21])[CH3:20].[C:23]([O-:26])(=[O:25])[CH3:24].[C:27]([O-:30])(=[O:29])[CH3:28].[Cl:1][C:2]1[CH:18]=[CH:17][C:5]([C:6]2[CH:11]=[C:10]([CH2:12][CH3:13])[C:9]([Pb+3:35])=[CH:8][CH:7]=2)=[CH:4][CH:3]=1, predict the reactants needed to synthesize it. (2) Given the product [CH3:70][CH2:64][CH2:65][CH2:66][CH2:67][C@H:59]([OH:62])/[CH:8]=[CH:9]/[C@@H:25]1[C@@H:33]([CH2:34]/[CH:35]=[CH:36]\[CH2:5][CH2:4][CH2:3][C:2]([OH:1])=[O:6])[C@@H:30]([OH:31])[CH2:27][C@H:24]1[OH:26], predict the reactants needed to synthesize it. The reactants are: [O:1]1[CH:5]=[CH:4][CH2:3][C:2]1=[O:6].[H-].[CH2:8]([Al+]CC(C)C)[CH:9](C)C.S([O-])(O)(=O)=O.[Na+].C[C:24]([CH3:27])([O-:26])[CH3:25].[K+].[Br-].[C:30]([CH2:33][CH2:34][CH2:35][CH2:36][P+](C1C=CC=CC=1)(C1C=CC=CC=1)C1C=CC=CC=1)(O)=[O:31].[Cl-].[NH4+].Cl.[C:59](=[O:62])(O)[O-].[Na+].[C:64]1([CH3:70])C=C[CH:67]=[CH:66][CH:65]=1. (3) Given the product [CH2:17]([N:10]1[C:11]2[C:16](=[CH:15][CH:14]=[CH:13][CH:12]=2)[C:8]2([C:6]3[CH:7]=[C:2]([C:42]4[CH:41]=[N:38][CH:39]=[CH:44][CH:43]=4)[CH:3]=[CH:4][C:5]=3[O:24][CH2:23]2)[C:9]1=[O:22])[CH2:18][CH2:19][CH2:20][CH3:21], predict the reactants needed to synthesize it. The reactants are: Br[C:2]1[CH:3]=[CH:4][C:5]2[O:24][CH2:23][C:8]3([C:16]4[C:11](=[CH:12][CH:13]=[CH:14][CH:15]=4)[N:10]([CH2:17][CH2:18][CH2:19][CH2:20][CH3:21])[C:9]3=[O:22])[C:6]=2[CH:7]=1.Br[C:43]1[CH:42]=[CH:41]C=[C:39]2[C:44]=1C1(C3C=C(F)C(F)=CC=3OC1)C(=O)[N:38]2CC([NH:38][C:39]1[CH:44]=[CH:43][CH:42]=[CH:41]C=1F)=O.N1C=CC=C(B(O)O)C=1.N1C=C(B(O)O)C=NC=1. (4) Given the product [OH:16][CH2:1][C:2]1[CH:3]=[CH:4][C:5]([C:8]#[N:9])=[N:6][CH:7]=1, predict the reactants needed to synthesize it. The reactants are: [CH3:1][C:2]1[CH:3]=[CH:4][C:5]([C:8]#[N:9])=[N:6][CH:7]=1.BrN1C(=[O:16])CCC1=O.C(OOC(=O)C1C=CC=CC=1)(=O)C1C=CC=CC=1.C(=O)([O-])[O-].[Ca+2]. (5) Given the product [C:18]([O:21][C:27](=[O:36])[NH:24][C:12]1[N:8]([C:5]2[CH:4]=[CH:3][C:2]([Br:1])=[CH:7][CH:6]=2)[N:9]=[N:10][C:11]=1[CH3:16])([CH3:20])([CH3:19])[CH3:17], predict the reactants needed to synthesize it. The reactants are: [Br:1][C:2]1[CH:7]=[CH:6][C:5]([N:8]2[C:12](C(O)=O)=[C:11]([CH3:16])[N:10]=[N:9]2)=[CH:4][CH:3]=1.[CH3:17][C:18]([OH:21])([CH3:20])[CH3:19].C([N:24]([CH2:27]C)CC)C.C1(P(N=[N+]=[N-])(C2C=CC=CC=2)=[O:36])C=CC=CC=1. (6) Given the product [F:1][C:2]1([CH2:12][CH2:13][CH:14]2[C:22]3[C:17](=[CH:18][CH:19]=[CH:20][C:21]=3[F:23])[C:16]3=[CH:24][N:25]=[CH:26][N:15]23)[CH2:7][CH2:6][CH:5]([CH2:8][OH:9])[CH2:4][CH2:3]1, predict the reactants needed to synthesize it. The reactants are: [F:1][C:2]1([CH2:12][CH2:13][CH:14]2[C:22]3[C:17](=[CH:18][CH:19]=[CH:20][C:21]=3[F:23])[C:16]3=[CH:24][N:25]=[CH:26][N:15]23)[CH2:7][CH2:6][CH:5]([C:8](OC)=[O:9])[CH2:4][CH2:3]1.CCO. (7) The reactants are: C(OC[N:9]1[CH:13]=[C:12]([CH2:14][CH2:15][CH2:16][C:17](=[O:25])[NH:18][CH:19]2[CH2:24][CH2:23][NH:22][CH2:21][CH2:20]2)[N:11]=[N:10]1)(=O)C(C)(C)C.[Cl:26][C:27]1[CH:32]=[C:31]([Cl:33])[CH:30]=[CH:29][C:28]=1[CH2:34][CH2:35][C:36](O)=[O:37]. Given the product [Cl:26][C:27]1[CH:32]=[C:31]([Cl:33])[CH:30]=[CH:29][C:28]=1[CH2:34][CH2:35][C:36]([N:22]1[CH2:21][CH2:20][CH:19]([NH:18][C:17](=[O:25])[CH2:16][CH2:15][CH2:14][C:12]2[N:11]=[N:10][NH:9][CH:13]=2)[CH2:24][CH2:23]1)=[O:37], predict the reactants needed to synthesize it.